Task: Predict the reaction yield, written as a fraction of the theoretical maximum amount of product (1.0 means a 100% yield; for example, 0.34 means a 34% yield).. Dataset: Reaction yield outcomes from USPTO patents with 853,638 reactions (1) The reactants are Br[C:2]1[CH:7]=[CH:6][CH:5]=[CH:4][C:3]=1[C:8](=[O:28])[CH2:9][CH2:10][C:11]1[N:12]=[C:13]([C:16]2[CH:21]=[CH:20][C:19]([O:22][CH2:23][CH3:24])=[C:18]([O:25][CH2:26][CH3:27])[CH:17]=2)[S:14][CH:15]=1.O.C(OCC)(=O)C.[CH3:36][N:37](C=O)C. The catalyst is [C-]#N.[Zn+2].[C-]#N.C1C=CC([P]([Pd]([P](C2C=CC=CC=2)(C2C=CC=CC=2)C2C=CC=CC=2)([P](C2C=CC=CC=2)(C2C=CC=CC=2)C2C=CC=CC=2)[P](C2C=CC=CC=2)(C2C=CC=CC=2)C2C=CC=CC=2)(C2C=CC=CC=2)C2C=CC=CC=2)=CC=1. The product is [CH2:26]([O:25][C:18]1[CH:17]=[C:16]([C:13]2[S:14][CH:15]=[C:11]([CH2:10][CH2:9][C:8]([C:3]3[CH:4]=[CH:5][CH:6]=[CH:7][C:2]=3[C:36]#[N:37])=[O:28])[N:12]=2)[CH:21]=[CH:20][C:19]=1[O:22][CH2:23][CH3:24])[CH3:27]. The yield is 0.530. (2) The reactants are [CH3:1][NH:2][NH2:3].[F:4][C:5]([F:28])([C:21]([F:27])([F:26])[C:22]([F:25])([F:24])[F:23])[C:6](O[C:6](=[O:7])[C:5]([F:28])([F:4])[C:21]([F:26])([F:27])[C:22]([F:23])([F:24])[F:25])=[O:7]. The catalyst is C(Cl)Cl. The product is [F:4][C:5]([F:28])([C:21]([F:27])([F:26])[C:22]([F:25])([F:24])[F:23])[C:6]([N:2]([CH3:1])[NH2:3])=[O:7]. The yield is 0.360. (3) The reactants are [NH2:1][C:2]1[S:3][C:4]2[CH:10]=[C:9]([S:11][C:12]([CH3:20])([CH3:19])[C:13]([NH:15][CH:16]([CH3:18])[CH3:17])=[O:14])[CH:8]=[CH:7][C:5]=2[N:6]=1.CO. The catalyst is C1COCC1. The product is [CH:16]([NH:15][CH2:13][C:12]([CH3:19])([S:11][C:9]1[CH:8]=[CH:7][C:5]2[N:6]=[C:2]([NH2:1])[S:3][C:4]=2[CH:10]=1)[CH3:20])([CH3:18])[CH3:17].[NH2:1][C:2]1[S:3][C:4]2[CH:10]=[C:9]([S:11][C:12]([CH3:19])([CH3:20])[C:13]([NH:15][CH:16]([CH3:17])[CH3:18])=[O:14])[CH:8]=[CH:7][C:5]=2[N:6]=1. The yield is 0.341. (4) The reactants are [OH:1][CH:2]1[CH2:7][CH2:6][N:5]([C:8]([O:10][C:11]([CH3:14])([CH3:13])[CH3:12])=[O:9])[CH2:4][CH2:3]1.[F:15][C:16]([F:26])([F:25])[O:17][C:18]1[CH:23]=[CH:22][C:21](O)=[CH:20][CH:19]=1.C1(P(C2C=CC=CC=2)C2C=CC=CC=2)C=CC=CC=1.N(C(OCC)=O)=NC(OCC)=O. The catalyst is C1COCC1. The product is [F:15][C:16]([F:25])([F:26])[O:17][C:18]1[CH:23]=[CH:22][C:21]([O:1][CH:2]2[CH2:3][CH2:4][N:5]([C:8]([O:10][C:11]([CH3:14])([CH3:13])[CH3:12])=[O:9])[CH2:6][CH2:7]2)=[CH:20][CH:19]=1. The yield is 0.910. (5) The product is [Cl:17][C:6]1[CH:5]=[N:4][CH:3]=[C:2]([C:20]2[NH:19][N:18]=[CH:22][CH:21]=2)[C:7]=1[N:8]1[CH2:13][CH2:12][CH:11]([C:14]([NH2:16])=[O:15])[CH2:10][CH2:9]1. The catalyst is C1C=CC([P]([Pd]([P](C2C=CC=CC=2)(C2C=CC=CC=2)C2C=CC=CC=2)([P](C2C=CC=CC=2)(C2C=CC=CC=2)C2C=CC=CC=2)[P](C2C=CC=CC=2)(C2C=CC=CC=2)C2C=CC=CC=2)(C2C=CC=CC=2)C2C=CC=CC=2)=CC=1.C(#N)C. The yield is 0.670. The reactants are Cl[C:2]1[CH:3]=[N:4][CH:5]=[C:6]([Cl:17])[C:7]=1[N:8]1[CH2:13][CH2:12][CH:11]([C:14]([NH2:16])=[O:15])[CH2:10][CH2:9]1.[NH:18]1[C:22](B2OC(C)(C)C(C)(C)O2)=[CH:21][CH:20]=[N:19]1.C(=O)([O-])[O-].[Na+].[Na+].